This data is from Forward reaction prediction with 1.9M reactions from USPTO patents (1976-2016). The task is: Predict the product of the given reaction. Given the reactants F[C:2](F)(F)[C:3](O)=O.N1CCC(=C[C:15]2[CH:16]=[C:17]([CH:25]=[CH:26][CH:27]=2)[O:18][C:19]2[CH:24]=[CH:23][CH:22]=[CH:21][N:20]=2)CC1.[N:28]1[CH:33]=[CH:32][CH:31]=[C:30]([NH:34][C:35](=[O:43])OC2C=CC=CC=2)[CH:29]=1.C([N:46]([CH2:49][CH3:50])[CH2:47][CH3:48])C, predict the reaction product. The product is: [O:18]([C:19]1[N:20]=[C:21]([CH:2]=[C:3]2[CH2:48][CH2:47][N:46]([C:35]([NH:34][C:30]3[CH:29]=[N:28][CH:33]=[CH:32][CH:31]=3)=[O:43])[CH2:49][CH2:50]2)[CH:22]=[CH:23][CH:24]=1)[C:17]1[CH:16]=[CH:15][CH:27]=[CH:26][CH:25]=1.